Dataset: Peptide-MHC class II binding affinity with 134,281 pairs from IEDB. Task: Regression. Given a peptide amino acid sequence and an MHC pseudo amino acid sequence, predict their binding affinity value. This is MHC class II binding data. (1) The peptide sequence is PQVKYAVFEAALTKA. The MHC is HLA-DPA10201-DPB10501 with pseudo-sequence HLA-DPA10201-DPB10501. The binding affinity (normalized) is 0.513. (2) The peptide sequence is QYVRLHEMSYDGV. The MHC is HLA-DPA10201-DPB10501 with pseudo-sequence HLA-DPA10201-DPB10501. The binding affinity (normalized) is 0. (3) The peptide sequence is SNMLILNPTQSDSGI. The MHC is HLA-DQA10501-DQB10201 with pseudo-sequence HLA-DQA10501-DQB10201. The binding affinity (normalized) is 0.243. (4) The peptide sequence is AGFKGKQGPKGEP. The MHC is DRB1_0401 with pseudo-sequence DRB1_0401. The binding affinity (normalized) is 0.